Dataset: Forward reaction prediction with 1.9M reactions from USPTO patents (1976-2016). Task: Predict the product of the given reaction. (1) Given the reactants [NH2:1][C@@H:2]([CH3:24])[CH2:3][O:4][C:5]1[CH:14]=[CH:13][CH:12]=[C:11]2[C:6]=1[C:7]([NH:15][C:16]1[CH:21]=[CH:20][C:19]([OH:22])=[C:18]([Cl:23])[CH:17]=1)=[N:8][CH:9]=[N:10]2.[C:25](O)(=[O:27])[CH3:26], predict the reaction product. The product is: [Cl:23][C:18]1[CH:17]=[C:16]([NH:15][C:7]2[C:6]3[C:11](=[CH:12][CH:13]=[CH:14][C:5]=3[O:4][CH2:3][C@@H:2]([NH:1][C:25](=[O:27])[CH3:26])[CH3:24])[N:10]=[CH:9][N:8]=2)[CH:21]=[CH:20][C:19]=1[OH:22]. (2) The product is: [CH2:63]([C:62]([C:65]1[CH:70]=[CH:69][C:68]([C:8]2[CH:9]=[CH:10][C:5]([CH2:4][C:3]([O:2][CH3:1])=[O:13])=[C:6]([F:12])[CH:7]=2)=[C:67]([CH3:80])[CH:66]=1)([C:59]1[CH:60]=[CH:61][C:56](/[CH:55]=[CH:54]/[C:53]([CH2:51][CH3:52])([OH:86])[CH2:84][CH3:85])=[C:57]([CH3:83])[CH:58]=1)[CH2:81][CH3:82])[CH3:64]. Given the reactants [CH3:1][O:2][C:3](=[O:13])[CH2:4][C:5]1[CH:10]=[CH:9][C:8](Cl)=[CH:7][C:6]=1[F:12].C1(P(C2CCCCC2)C2C=CC=CC=2C2C(OC)=CC=CC=2OC)CCCCC1.P([O-])([O-])([O-])=O.[K+].[K+].[K+].[CH2:51]([C:53]([OH:86])([CH2:84][CH3:85])/[CH:54]=[CH:55]/[C:56]1[CH:61]=[CH:60][C:59]([C:62]([CH2:81][CH3:82])([C:65]2[CH:70]=[CH:69][C:68](B3OC(C)(C)C(C)(C)O3)=[C:67]([CH3:80])[CH:66]=2)[CH2:63][CH3:64])=[CH:58][C:57]=1[CH3:83])[CH3:52].C(=O)(O)[O-].[Na+], predict the reaction product. (3) The product is: [F:37][C:2]([F:36])([F:1])[C:3]1[CH:4]=[C:5]([C:13]2([C:32]([F:35])([F:34])[F:33])[CH2:17][CH2:16][N:15]([C:18]3[CH:19]=[C:20]4[C:24](=[CH:25][CH:26]=3)[CH:23]([NH:27][C:28](=[O:31])[CH2:29][CH3:30])[CH2:22][CH2:21]4)[CH:14]2[OH:40])[CH:6]=[C:7]([C:9]([F:10])([F:12])[F:11])[CH:8]=1. Given the reactants [F:1][C:2]([F:37])([F:36])[C:3]1[CH:4]=[C:5]([C:13]2([C:32]([F:35])([F:34])[F:33])[CH2:17][CH2:16][N:15]([C:18]3[CH:19]=[C:20]4[C:24](=[CH:25][CH:26]=3)[CH:23]([NH:27][C:28](=[O:31])[CH2:29][CH3:30])[CH2:22][CH2:21]4)[CH2:14]2)[CH:6]=[C:7]([C:9]([F:12])([F:11])[F:10])[CH:8]=1.C([O:40]C(=O)C)C.C(=O)([O-])O.[Na+], predict the reaction product. (4) Given the reactants [NH2:1][CH2:2][CH:3]1[O:8][CH2:7][CH2:6][N:5]([C:9]2[S:10][C:11]3[C:17](=[O:18])[CH2:16][C:15]([CH3:20])([CH3:19])[CH2:14][C:12]=3[N:13]=2)[CH2:4]1.N1C=CC=CC=1.[C:27]1([S:33](Cl)(=[O:35])=[O:34])[CH:32]=[CH:31][CH:30]=[CH:29][CH:28]=1, predict the reaction product. The product is: [CH3:19][C:15]1([CH3:20])[CH2:14][C:12]2[N:13]=[C:9]([N:5]3[CH2:6][CH2:7][O:8][CH:3]([CH2:2][NH:1][S:33]([C:27]4[CH:32]=[CH:31][CH:30]=[CH:29][CH:28]=4)(=[O:35])=[O:34])[CH2:4]3)[S:10][C:11]=2[C:17](=[O:18])[CH2:16]1. (5) The product is: [NH2:22][C:14]1[CH:15]=[CH:16][CH:17]=[C:18]2[C:13]=1[C:12](=[O:25])[N:11]([C:8]1[CH:7]=[CH:6][C:5]([C:1]([CH3:4])([CH3:3])[CH3:2])=[CH:10][CH:9]=1)[CH:19]2[CH3:20]. Given the reactants [C:1]([C:5]1[CH:10]=[CH:9][C:8]([N:11]2[C:19](O)([CH3:20])[C:18]3[C:13](=[C:14]([N+:22]([O-])=O)[CH:15]=[CH:16][CH:17]=3)[C:12]2=[O:25])=[CH:7][CH:6]=1)([CH3:4])([CH3:3])[CH3:2], predict the reaction product. (6) The product is: [F:9][CH:8]([F:10])[CH2:7][N:6]1[C:2]([N:14]2[CH2:20][CH2:19][CH2:18][C@@H:17]([NH:21][C:22](=[O:27])[C:23]([F:25])([F:24])[F:26])[CH2:16][CH2:15]2)=[C:3]([N+:11]([O-:13])=[O:12])[CH:4]=[N:5]1. Given the reactants Cl[C:2]1[N:6]([CH2:7][CH:8]([F:10])[F:9])[N:5]=[CH:4][C:3]=1[N+:11]([O-:13])=[O:12].[NH:14]1[CH2:20][CH2:19][CH2:18][C@@H:17]([NH:21][C:22](=[O:27])[C:23]([F:26])([F:25])[F:24])[CH2:16][CH2:15]1.CCN(C(C)C)C(C)C, predict the reaction product. (7) Given the reactants [Cl:1][C:2]1[CH:45]=[CH:44][C:5]([CH2:6][N:7]2[C:15]3[C:14](=[O:16])[N:13]([CH2:17][CH2:18][N:19]4C(=O)C5C(=CC=CC=5)C4=O)[C:12](=[O:30])[N:11]([CH3:31])[C:10]=3[N:9]=[C:8]2[O:32][C:33]2[CH:38]=[CH:37][CH:36]=[C:35]([O:39][C:40]([F:43])([F:42])[F:41])[CH:34]=2)=[CH:4][CH:3]=1.O.NN, predict the reaction product. The product is: [NH2:19][CH2:18][CH2:17][N:13]1[C:14](=[O:16])[C:15]2[N:7]([CH2:6][C:5]3[CH:4]=[CH:3][C:2]([Cl:1])=[CH:45][CH:44]=3)[C:8]([O:32][C:33]3[CH:38]=[CH:37][CH:36]=[C:35]([O:39][C:40]([F:43])([F:41])[F:42])[CH:34]=3)=[N:9][C:10]=2[N:11]([CH3:31])[C:12]1=[O:30].